Task: Regression. Given a peptide amino acid sequence and an MHC pseudo amino acid sequence, predict their binding affinity value. This is MHC class I binding data.. Dataset: Peptide-MHC class I binding affinity with 185,985 pairs from IEDB/IMGT (1) The peptide sequence is VGIDPFRL. The MHC is H-2-Kb with pseudo-sequence H-2-Kb. The binding affinity (normalized) is 0.246. (2) The peptide sequence is HYINMILPI. The MHC is H-2-Kd with pseudo-sequence H-2-Kd. The binding affinity (normalized) is 0.896.